Dataset: Experimentally validated miRNA-target interactions with 360,000+ pairs, plus equal number of negative samples. Task: Binary Classification. Given a miRNA mature sequence and a target amino acid sequence, predict their likelihood of interaction. (1) The miRNA is hsa-miR-493-3p with sequence UGAAGGUCUACUGUGUGCCAGG. The protein sequence of the target gene is MSAGGRDEERRKLADIIHHWNANRLDLFEISQPTEDLEFHGVMRFYFQDKAAGNFATKCIRVSSTATTQDVIETLAEKFRPDMRMLSSPKYSLYEVHVSGERRLDIDEKPLVVQLNWNKDDREGRFVLKNENDAIPPKKAQSNGPEKQEKEGVIQNFKRTLSKKEKKEKKKREKEALRQASDKDDRPFQGEDVENSRLAAEVYKDMPETSFTRTISNPEVVMKRRRQQKLEKRMQEFRSSDGRPDSGGTLRIYADSLKPNIPYKTILLSTTDPADFAVAEALEKYGLEKENPKDYCIARV.... Result: 0 (no interaction). (2) The miRNA is hsa-miR-485-5p with sequence AGAGGCUGGCCGUGAUGAAUUC. The protein sequence of the target gene is MQLEIKVALNFIISYLYNKLPRRRADLFGEELERLLRKKYEGHWYPEKPLKGSGFRCVHIGEVVDPVVELAAKRSGLAVEDVRANVPEELSVWIDPFEVSYQIGEKGVVKVLYLGDSEASGTPELDKEIKSSFNPDAQVFVPIGSQDSSLSSSPSPSFGQSPSPTFIPRSAQPITFTTASFAATKFGSTKMKKGGGASGGVSVGGSGAGGQQPPPQQPRMARSPTKNLLKHKSLSLSMHSLNLIPANPAPQSQLSPNAKEFVYNGGGSPSLFFDGVEGPSTSTTAPFGSGGASTCNSSSF.... Result: 0 (no interaction). (3) The miRNA is hsa-let-7c-3p with sequence CUGUACAACCUUCUAGCUUUCC. The protein sequence of the target gene is MSQPPPPPPLPPPPPPPEAPQTSSSLAAAASPGGLSKRRDRRILSGSCPDPKCQARLFFPASGSVSIECTECGQRHEQQQLLGVEEVTDPDVVLHNLLRNALLGVTGAPKKNTELVKVMGLSNYHCKLLSPILARYGMDKQTGRAKLLRDMNQGELFDCALLGDRAFLIEPEHVNTVGYGKDRSGSLLYLHDTLEDIKRANKSQECLIPVHVDGDGHCLVHAVSRALVGRELFWHALRENLKQHFQQHLARYQALFHDFIDAAEWEDIINECDPLFVPPEGVPLGLRNIHIFGLANVLHR.... Result: 0 (no interaction). (4) The miRNA is hsa-miR-4783-3p with sequence CCCCGGUGUUGGGGCGCGUCUGC. The protein sequence of the target gene is MSKLSFRARALDAAKPLPIYRGKDMPDLNDCVSINRAVPQMPTGMEKEEESEHHLQRAISAQQVFREKKESMVIPVPEAESNVNYYNRLYKGEFKQPKQFIHIQPFNLDNEQPDYDMDSEDETLLNRLNRKMEIKPLQFEIMIDRLEKASSNQLVTLQEAKLLLNEDDYLIKAVYDYWVRKRKNCRGPSLIPQIKQEKRDGSTNNDPYVAFRRRTEKMQTRKNRKNDEASYEKMLKLRREFSRAITILEMIKRREKTKRELLHLTLEVVEKRYHLGDYGGEILNEVKVNRSEKELYASPA.... Result: 0 (no interaction). (5) The miRNA is hsa-miR-128-3p with sequence UCACAGUGAACCGGUCUCUUU. The protein sequence of the target gene is MIYEESKMNLEQERPFVCSAPGCSQRFPTEDHLMIHRHKHEMTLKFPSIKTDNMLSDQTPTPTRFLKNCEEVGLFSELDCSLEHEFRKAQEEESSKRNISMHNAVGGAMTGPGTHQLSSARLPNHDTNVVIQQAMPSPQSSSVITQAPSTNRQIGPVPGSLSSLLHLHNRQRQPMPASMPGTLPNPTMPGSSAVLMPMERQMSVNSSIMGMQGPNLSNPCASPQVQPMHSEAKMRLKAALTHHPAAMSNGNMNTMGHMMEMMGSRQDQTPHHHMHSHPHQHQTLPPHHPYPHQHQHPAHH.... Result: 1 (interaction). (6) The miRNA is hsa-miR-6869-3p with sequence CGCCGCGCGCAUCGGCUCAGC. The protein sequence of the target gene is MVNEYKKILLLKGFELMDDYHFTSIKSLLAYDLGLTTKMQEEYNRIKITDLMEKKFQGVACLDKLIELAKDMPSLKNLVNNLRKEKSKVAKKIKTQEKAPVKKINQEEVGLAAPAPTARNKLTSEARGRIPVAQKRKTPNKEKTEAKRNKVSQEQSKPPGPSGASTSAAVDHPPLPQTSSSTPSNTSFTPNQETQAQRQVDARRNVPQNDPVTVVVLKATAPFKYESPENGKSTMFHATVASKTQYFHVKVFDINLKEKFVRKKVITISDYSECKGVMEIKEASSVSDFNQNFEVPNRII.... Result: 0 (no interaction).